This data is from Full USPTO retrosynthesis dataset with 1.9M reactions from patents (1976-2016). The task is: Predict the reactants needed to synthesize the given product. (1) Given the product [CH3:1][C:2]1[C:7]([N+:8]([O-:10])=[O:9])=[CH:6][N:5]=[C:4]2[NH:11][CH:12]=[CH:13][C:3]=12, predict the reactants needed to synthesize it. The reactants are: [CH3:1][C:2]1[C:7]([N+:8]([O-:10])=[O:9])=[CH:6][N:5]=[C:4]2[N:11](S(C3C=CC=CC=3)(=O)=O)[CH:12]=[CH:13][C:3]=12.C(=O)([O-])[O-].[K+].[K+].N1CCOCC1. (2) Given the product [Br:1][C:2]1[CH:7]=[C:6]([C:8]([F:11])([F:10])[F:9])[CH:5]=[CH:4][C:3]=1[CH2:12][NH:21][C:19]1[CH:18]=[CH:17][C:16]([C:22]2[CH:27]=[CH:26][C:25]([Cl:28])=[CH:24][C:23]=2[CH3:29])=[C:15]([Cl:14])[CH:20]=1, predict the reactants needed to synthesize it. The reactants are: [Br:1][C:2]1[CH:7]=[C:6]([C:8]([F:11])([F:10])[F:9])[CH:5]=[CH:4][C:3]=1[CH2:12]Br.[Cl:14][C:15]1[CH:20]=[C:19]([NH2:21])[CH:18]=[CH:17][C:16]=1[C:22]1[CH:27]=[CH:26][C:25]([Cl:28])=[CH:24][C:23]=1[CH3:29].C([O-])([O-])=O.[K+].[K+]. (3) Given the product [CH3:10][C@@H:7]1[N:6]2[C:5]3[C:14]([C:13]([C:12]([C:17]([OH:19])=[O:18])=[CH:11]2)=[O:16])=[CH:15][C:2]([F:1])=[C:3]([N:25]2[CH2:26][CH2:27][N:22]([CH3:21])[CH2:23][CH2:24]2)[C:4]=3[O:9][CH2:8]1, predict the reactants needed to synthesize it. The reactants are: [F:1][C:2]1[C:3](F)=[C:4]2[O:9][CH2:8][C@H:7]([CH3:10])[N:6]3[CH:11]=[C:12]([C:17]([OH:19])=[O:18])[C:13](=[O:16])[C:14]([CH:15]=1)=[C:5]23.[CH3:21][N:22]1[CH2:27][CH2:26][NH:25][CH2:24][CH2:23]1.CC(O)C. (4) Given the product [Cl:1][C:2]1[CH:3]=[C:4]2[C:9](=[CH:10][C:11]=1[O:12][C:13]1[CH:18]=[CH:17][C:16]([C:19](=[O:31])[NH:20][CH2:21][CH:22]([C:24]3[CH:25]=[CH:26][C:27]([Cl:30])=[CH:28][CH:29]=3)[OH:23])=[CH:15][CH:14]=1)[O:8][CH2:7][CH2:6][CH:5]2[C:32]([O-:34])=[O:33].[Na+:37], predict the reactants needed to synthesize it. The reactants are: [Cl:1][C:2]1[CH:3]=[C:4]2[C:9](=[CH:10][C:11]=1[O:12][C:13]1[CH:18]=[CH:17][C:16]([C:19](=[O:31])[NH:20][CH2:21][CH:22]([C:24]3[CH:29]=[CH:28][C:27]([Cl:30])=[CH:26][CH:25]=3)[OH:23])=[CH:15][CH:14]=1)[O:8][CH2:7][CH2:6][CH:5]2[C:32]([OH:34])=[O:33].C[O-].[Na+:37]. (5) Given the product [CH2:21]([C:23]1[CH:28]=[C:27]([CH3:29])[CH:26]=[C:25]([CH2:30][CH3:31])[C:24]=1[C:32](=[O:36])[C:33]([N:2]([CH3:1])[N:3]=[C:4]([CH3:10])[CH2:5][S:6]([CH3:9])(=[O:8])=[O:7])=[O:34])[CH3:22], predict the reactants needed to synthesize it. The reactants are: [CH3:1][NH:2][N:3]=[C:4]([CH3:10])[CH2:5][S:6]([CH3:9])(=[O:8])=[O:7].C1(C)C=CC=CC=1.C(#N)C.[CH2:21]([C:23]1[CH:28]=[C:27]([CH3:29])[CH:26]=[C:25]([CH2:30][CH3:31])[C:24]=1[C:32](=[O:36])[C:33](Cl)=[O:34])[CH3:22].